Task: Predict the reaction yield, written as a fraction of the theoretical maximum amount of product (1.0 means a 100% yield; for example, 0.34 means a 34% yield).. Dataset: Reaction yield outcomes from USPTO patents with 853,638 reactions The reactants are Cl[C:2]1[N:10]=[C:9](Cl)[CH:8]=[CH:7][C:3]=1[C:4]([NH2:6])=[O:5].[NH2:12][C:13]1[CH:18]=[CH:17][C:16]([NH:19][C:20](=[O:25])[C:21]([CH3:24])([CH3:23])[CH3:22])=[CH:15][CH:14]=1.C(O[C:31](=[O:38])[NH:32][C@@H:33]1[CH2:37][CH2:36][NH:35][CH2:34]1)(C)(C)C.[C:39](O)(=O)[CH:40]=C. No catalyst specified. The product is [C:31]([NH:32][C@H:33]1[CH2:37][CH2:36][N:35]([C:9]2[CH:8]=[CH:7][C:3]([C:4]([NH2:6])=[O:5])=[C:2]([NH:12][C:13]3[CH:14]=[CH:15][C:16]([NH:19][C:20](=[O:25])[C:21]([CH3:22])([CH3:24])[CH3:23])=[CH:17][CH:18]=3)[N:10]=2)[CH2:34]1)(=[O:38])[CH:39]=[CH2:40]. The yield is 0.420.